Dataset: Catalyst prediction with 721,799 reactions and 888 catalyst types from USPTO. Task: Predict which catalyst facilitates the given reaction. (1) Reactant: [CH3:1][C:2]1([C:8]([NH:10][C:11]2[CH:16]=[CH:15][CH:14]=[C:13]([S:17](=[O:20])(=[O:19])[NH2:18])[CH:12]=2)=[O:9])[CH2:7][CH2:6][NH:5][CH2:4][CH2:3]1.Cl[C:22]1[C:23]2[C:30]([CH3:31])=[CH:29][NH:28][C:24]=2[N:25]=[CH:26][N:27]=1.C(N(CC)C(C)C)(C)C. Product: [CH3:1][C:2]1([C:8]([NH:10][C:11]2[CH:16]=[CH:15][CH:14]=[C:13]([S:17](=[O:20])(=[O:19])[NH2:18])[CH:12]=2)=[O:9])[CH2:3][CH2:4][N:5]([C:22]2[C:23]3[C:30]([CH3:31])=[CH:29][NH:28][C:24]=3[N:25]=[CH:26][N:27]=2)[CH2:6][CH2:7]1. The catalyst class is: 32. (2) Reactant: [CH3:1][O:2][C:3]1[CH:9]=[CH:8][C:7]([N+:10]([O-:12])=[O:11])=[CH:6][C:4]=1[NH2:5].[C:13](OC(=O)C)(=[O:15])[CH3:14].C(O)(=O)C.C1(C)C=CC=CC=1. Product: [CH3:1][O:2][C:3]1[CH:9]=[CH:8][C:7]([N+:10]([O-:12])=[O:11])=[CH:6][C:4]=1[NH:5][C:13](=[O:15])[CH3:14]. The catalyst class is: 503. (3) Reactant: [NH2:1][C:2]1[C:6]2[C:7]([C:24]3[CH:29]=[CH:28][C:27]([O:30][C:31]4[CH:36]=[CH:35][CH:34]=[CH:33][CH:32]=4)=[CH:26][CH:25]=3)=[N:8][CH:9]=[C:10]([CH2:11][CH:12]3[CH2:16][CH2:15][CH2:14][N:13]3C(OC(C)(C)C)=O)[C:5]=2[NH:4][N:3]=1.FC(F)(F)C(O)=O. Product: [O:30]([C:27]1[CH:26]=[CH:25][C:24]([C:7]2[C:6]3[C:2]([NH2:1])=[N:3][NH:4][C:5]=3[C:10]([CH2:11][CH:12]3[CH2:16][CH2:15][CH2:14][NH:13]3)=[CH:9][N:8]=2)=[CH:29][CH:28]=1)[C:31]1[CH:36]=[CH:35][CH:34]=[CH:33][CH:32]=1. The catalyst class is: 4. (4) Reactant: Cl[C:2]1[C:7]([C:8]#[N:9])=[C:6]([C:10]2[CH:15]=[CH:14][C:13]([O:16][CH2:17][CH2:18][OH:19])=[CH:12][CH:11]=2)[C:5]([C:20]#[N:21])=[C:4]([O:22][CH2:23][C:24]2[N:25]=[C:26]([C:29]3[CH:34]=[CH:33][C:32]([Cl:35])=[CH:31][CH:30]=3)[O:27][CH:28]=2)[N:3]=1.Cl.[NH:37]([CH2:39][C:40]([O:42][CH3:43])=[O:41])[CH3:38].C(N(CC)CC)C. Product: [Cl:35][C:32]1[CH:31]=[CH:30][C:29]([C:26]2[O:27][CH:28]=[C:24]([CH2:23][O:22][C:4]3[N:3]=[C:2]([N:37]([CH3:38])[CH2:39][C:40]([O:42][CH3:43])=[O:41])[C:7]([C:8]#[N:9])=[C:6]([C:10]4[CH:11]=[CH:12][C:13]([O:16][CH2:17][CH2:18][OH:19])=[CH:14][CH:15]=4)[C:5]=3[C:20]#[N:21])[N:25]=2)=[CH:34][CH:33]=1. The catalyst class is: 1.